This data is from Human Reference Interactome with 51,813 positive PPI pairs across 8,248 proteins, plus equal number of experimentally-validated negative pairs. The task is: Binary Classification. Given two protein amino acid sequences, predict whether they physically interact or not. (1) Protein 1 (ENSG00000106305) has sequence MPMYQVKPYHGGGAPLRVELPTCMYRLPNVHGRSYGPAPGAGHVQEESNLSLQALESRQDDILKRLYELKAAVDGLSKMIQTPDADLDVTNIIQADEPTTLTTNALDLNSVLGKDYGALKDIVINANPASPPLSLLVLHRLLCEHFRVLSTVHTHSSVKSVPENLLKCFGEQNKKQPRQDYQLGFTLIWKNVPKTQMKFSIQTMCPIEGEGNIARFLFSLFGQKHNAVNATLIDSWVDIAIFQLKEGSSKEKAAVFRSMNSALGKSPWLAGNELTVADVVLWSVLQQIGGCSVTVPANVQ.... Protein 2 (ENSG00000165383) has sequence MVKGEKGPKGKKITLKVARNCIKITFDGKKRLDLSKMGITTFPKCILRLSDMDELDLSRNLIRKIPDSISKFQNLRWLDLHSNYIDKLPESIGQMTSLLYLNVSNNRLTSNGLPVELKQLKNIRAVNLGLNHLDSVPTTLGALKELHEVGLHDNLLNNIPVSISKLPKLKKLNIKRNPFPKPGESEIFIDSIRRLENLYVVEEKDLCAACLRKCQNARDNLNRIKNMATTTPRKTIFPNLISPNSMAKDSWEDWRIRLTSS*. Result: 0 (the proteins do not interact). (2) Result: 1 (the proteins interact). Protein 2 (ENSG00000114853) has sequence MGRLNEQRLFQPDLCDVDLVLVPQRSVFPAHKGVLAAYSQFFHSLFTQNKQLQRVELSLEALAPGGLQQILNFIYTSKLLVNAANVHEVLSAASLLQMADIAASCQELLDARSLGPPGPGTVALAQPAASCTPAAPPYYCDIKQEADTPGLPKIYAREGPDPYSVRVEDGAGTAGGTVPATIGPAQPFFKEEKEGGVEEAGGPPASLCKLEGGEELEEELGGSGTYSRREQSQIIVEVNLNNQTLHVSTGPEGKPGAGPSPATVVLGREDGLQRHSDEEEEDDEEEEEEEEEEEGGGSGR.... Protein 1 (ENSG00000095066) has sequence MSVDKAELCGSLLTWLQTFHVPSPCASPQDLSSGLAVAYVLNQIDPSWFNEAWLQGISEDPGPNWKLKVSNLKMVLRSLVEYSQDVLAHPVSEEHLPDVSLIGEFSDPAELGKLLQLVLGCAISCEKKQDHIQRIMTLEESVQHVVMEAIQELMTKDTPDSLSPETYGNFDSQSRRYYFLSEEAEEGDELQQRCLDLERQLMLLSEEKQSLAQENAGLRERMGRPEGEGTPGLTAKKLLLLQSQLEQLQEENFRLESGREDERLRCAELEREVAELQHRNQALTSLAQEAQALKDEMDEL.... (3) Protein 1 (ENSG00000168288) has sequence MANVLCNRARLVSYLPGFCSLVKRVVNPKAFSTAGSSGSDESHVAAAPPDICSRTVWPDETMGPFGPQDQRFQLPGNIGFDCHLNGTASQKKSLVHKTLPDVLAEPLSSERHEFVMAQYVNEFQGNDAPVEQEINSAETYFESARVECAIQTCPELLRKDFESLFPEVANGKLMILTVTQKTKNDMTVWSEEVEIEREVLLEKFINGAKEICYALRAEGYWADFIDPSSGLAFFGPYTNNTLFETDERYRHLGFSVDDLGCCKVIRHSLWGTHVVVGSIFTNATPDSHIMKKLSGN*MAN.... Protein 2 (ENSG00000277775) has sequence MARTKQTARKSTGGKAPRKQLATKAARKSAPATGGVKKPHRYRPGTVALREIRRYQKSTELLIRKLPFQRLVREIAQDFKTDLRFQSSAVMALQEACEAYLVGLFEDTNLCAIHAKRVTIMPKDIQLARRIRGERA*. Result: 0 (the proteins do not interact). (4) Protein 1 (ENSG00000111011) has sequence MAASDTERDGLAPEKTSPDRDKKKEQSEVSVSPRASKHHYSRSRSRSRERKRKSDNEGRKHRSRSRSKEGRRHESKDKSSKKHKSEEHNDKEHSSDKGRERLNSSENGEDRHKRKERKSSRGRSHSRSRSRERRHRSRSRERKKSRSRSRERKKSRSRSRERKKSRSRSRERKRRIRSRSRSRSRHRHRTRSRSRTRSRSRDRKKRIEKPRRFSRSLSRTPSPPPFRGRNTAMDAQEALARRLERAKKLQEQREKEMVEKQKQQEIAAAAATGGSVLNVAALLASGTQVTPQIAMAAQMA.... Protein 2 (ENSG00000184678) has sequence MPEPAKSAPAPKKGSKKAVTKAQKKDGKKRKRSRKESYSIYVYKVLKQVHPDTGISSKAMGIMNSFVNDIFERIAGEASRLAHYNKRSTITSREIQTAVRLLLPGELAKHAVSEGTKAVTKYTSSK*. Result: 0 (the proteins do not interact). (5) Protein 1 (ENSG00000139219) has sequence MIRLGAPQTLVLLTLLVAAVLRCQGQDVRQPGPKGQKGEPGDIKDIVGPKGPPGPQGPAGEQGPRGDRGDKGEKGAPGPRGRDGEPGTPGNPGPPGPPGPPGPPGLGGNFAAQMAGGFDEKAGGAQLGVMQGPMGPMGPRGPPGPAGAPGPQGFQGNPGEPGEPGVSGPMGPRGPPGPPGKPGDDGEAGKPGKAGERGPPGPQGARGFPGTPGLPGVKGHRGYPGLDGAKGEAGAPGVKGESGSPGENGSPGPMGPRGLPGERGRTGPAGAAGARGNDGQPGPAGPPGPVGPAGGPGFPG.... Protein 2 (ENSG00000136319) has sequence MMADEEEEVKPILQKLQELVDQLYSFRDCYFETHSVEDAGRKQQDVQKEMEKTLQQMEEVVGSVQGKAQVLMLTGKALNVTPDYSPKAEELLSKAVKLEPELVEAWNQLGEVYWKKGDVAAAHTCFSGALTHCRNKVSLQNLSMVLRQLRTDTEDEHSHHVMDSVRQAKLAVQMDVHDGRSWYILGNSYLSLYFSTGQNPKISQQALSAYAQAEKVDRKASSNPDLHLNRATLHKYEESYGEALEGFSRAAALDPAWPEPRQREQQLLEFLDRLTSLLESKGKVKTKKLQSMLGSLRPAH.... Result: 0 (the proteins do not interact). (6) Protein 1 (ENSG00000088888) has sequence MPVQETQAPESPGENSEQALQTLSPRAIPRNPDGGPLESSSDLAALSPLTSSGHQEQDTELGSTHTAGATSSLTPSRGPVSPSVSFQPLARSTPRASRLPGPTGSVVSTGTSFSSSSPGLASAGAAEGKQGAESDQAEPIICSSGAEAPANSLPSKVPTTLMPVNTVALKVPANPASVSTVPSKLPTSSKPPGAVPSNALTNPAPSKLPINSTRAGMVPSKVPTSMVLTKVSASTVPTDGSSRNEETPAAPTPAGATGGSSAWLDSSSENRGLGSELSKPGVLASQVDSPFSGCFEDLAI.... Protein 2 (ENSG00000120094) has sequence MDYNRMNSFLEYPLCNRGPSAYSAHSAPTSFPPSSAQAVDSYASEGRYGGGLSSPAFQQNSGYPAQQPPSTLGVPFPSSAPSGYAPAACSPSYGPSQYYPLGQSEGDGGYFHPSSYGAQLGGLSDGYGAGGAGPGPYPPQHPPYGNEQTASFAPAYADLLSEDKETPCPSEPNTPTARTFDWMKVKRNPPKTAKVSEPGLGSPSGLRTNFTTRQLTELEKEFHFNKYLSRARRVEIAATLELNETQVKIWFQNRRMKQKKREREEGRVPPAPPGCPKEAAGDASDQSTCTSPEASPSSVT.... Result: 0 (the proteins do not interact).